Dataset: Forward reaction prediction with 1.9M reactions from USPTO patents (1976-2016). Task: Predict the product of the given reaction. (1) Given the reactants [C:1]([O:5][NH:6][C:7](=[O:23])[C:8]1[CH:13]=[CH:12][C:11]([C:14]2[CH:19]=[CH:18][CH:17]=[C:16]([N+:20]([O-])=O)[CH:15]=2)=[CH:10][CH:9]=1)([CH3:4])([CH3:3])[CH3:2], predict the reaction product. The product is: [C:1]([O:5][NH:6][C:7](=[O:23])[C:8]1[CH:13]=[CH:12][C:11]([C:14]2[CH:19]=[CH:18][CH:17]=[C:16]([NH2:20])[CH:15]=2)=[CH:10][CH:9]=1)([CH3:4])([CH3:2])[CH3:3]. (2) Given the reactants [Pb](Cl)Cl.Br[CH2:5]Br.[O:7]1[C:16]2[C:11](=[CH:12][CH:13]=[CH:14][CH:15]=2)[C:10](=O)[CH2:9][CH2:8]1.Cl, predict the reaction product. The product is: [CH2:5]=[C:10]1[C:11]2[C:16](=[CH:15][CH:14]=[CH:13][CH:12]=2)[O:7][CH2:8][CH2:9]1.